This data is from Full USPTO retrosynthesis dataset with 1.9M reactions from patents (1976-2016). The task is: Predict the reactants needed to synthesize the given product. (1) Given the product [CH3:22][C:18]1[C:17]([CH3:23])=[C:16]([CH:14]=[O:30])[CH:21]=[CH:20][N:19]=1, predict the reactants needed to synthesize it. The reactants are: ClC1C=CC(N2CCN([CH:14]([C:16]3[CH:21]=[CH:20][N:19]=[C:18]([CH3:22])[C:17]=3[CH3:23])C)CC2)=CC=1OC.C[N+]1([O-])CC[O:30]CC1. (2) Given the product [ClH:84].[ClH:84].[F:82][C:80]1[CH:81]=[C:76]([CH:77]=[C:78]([F:83])[CH:79]=1)[CH2:75][C@H:61]([NH:60][C:10](=[O:12])[C:9]1[CH:13]=[C:14]([CH3:16])[CH:15]=[C:7]([CH2:6][N:4]([CH2:3][CH2:2][OH:1])[CH3:5])[CH:8]=1)[C@H:62]([OH:74])[CH2:63][NH:64][CH2:65][C:66]1[CH:71]=[CH:70][CH:69]=[C:68]([CH2:72][CH3:73])[CH:67]=1, predict the reactants needed to synthesize it. The reactants are: [OH:1][CH2:2][CH2:3][N:4]([CH2:6][C:7]1[CH:8]=[C:9]([CH:13]=[C:14]([CH3:16])[CH:15]=1)[C:10]([OH:12])=O)[CH3:5].CN(C(ON1N=NC2C=CC=CC1=2)=[N+](C)C)C.F[P-](F)(F)(F)(F)F.C1C=CC2N(O)N=NC=2C=1.C(N(CC)C(C)C)(C)C.[NH2:60][C@@H:61]([CH2:75][C:76]1[CH:81]=[C:80]([F:82])[CH:79]=[C:78]([F:83])[CH:77]=1)[C@H:62]([OH:74])[CH2:63][NH:64][CH2:65][C:66]1[CH:71]=[CH:70][CH:69]=[C:68]([CH2:72][CH3:73])[CH:67]=1.[ClH:84]. (3) Given the product [F:48][CH:39]([F:49])[O:31][C:21]1[C:22]([NH:24][C:25]2[CH:30]=[CH:29][N:28]=[CH:27][CH:26]=2)=[N:23][C:18]([C:11]2[C:12]3[C:17](=[CH:16][CH:15]=[CH:14][CH:13]=3)[N:9]([CH2:8][C:7]3[C:6]([F:35])=[CH:5][C:4]([O:3][CH2:1][CH3:2])=[CH:33][C:32]=3[F:34])[N:10]=2)=[N:19][CH:20]=1, predict the reactants needed to synthesize it. The reactants are: [CH2:1]([O:3][C:4]1[CH:33]=[C:32]([F:34])[C:7]([CH2:8][N:9]2[C:17]3[C:12](=[CH:13][CH:14]=[CH:15][CH:16]=3)[C:11]([C:18]3[N:23]=[C:22]([NH:24][C:25]4[CH:30]=[CH:29][N:28]=[CH:27][CH:26]=4)[C:21]([OH:31])=[CH:20][N:19]=3)=[N:10]2)=[C:6]([F:35])[CH:5]=1)[CH3:2].[OH-].[K+].Cl[C:39]([F:49])([F:48])C(C1C=CC=CC=1)=O. (4) The reactants are: [F:1][C:2]([F:13])([F:12])[C:3]1[CH:4]=[C:5]([CH:9]=[CH:10][CH:11]=1)[C:6](Cl)=[O:7].[CH3:14][C:15]1[CH:21]=[CH:20][C:18]([NH2:19])=[CH:17][C:16]=1[N+:22]([O-:24])=[O:23]. Given the product [CH3:14][C:15]1[CH:21]=[CH:20][C:18]([NH:19][C:6](=[O:7])[C:5]2[CH:9]=[CH:10][CH:11]=[C:3]([C:2]([F:13])([F:12])[F:1])[CH:4]=2)=[CH:17][C:16]=1[N+:22]([O-:24])=[O:23], predict the reactants needed to synthesize it. (5) Given the product [C:1]([C:4]1[O:5][C:6]2[CH:16]=[C:15]([N:17]([CH3:23])[S:18]([CH3:21])(=[O:19])=[O:20])[C:14]([Br:22])=[CH:13][C:7]=2[C:8]=1[C:9]([NH:11][CH3:12])=[O:10])(=[O:3])[CH3:2], predict the reactants needed to synthesize it. The reactants are: [C:1]([C:4]1[O:5][C:6]2[CH:16]=[C:15]([NH:17][S:18]([CH3:21])(=[O:20])=[O:19])[C:14]([Br:22])=[CH:13][C:7]=2[C:8]=1[C:9]([NH:11][CH3:12])=[O:10])(=[O:3])[CH3:2].[C:23]([O-])([O-])=O.[K+].[K+].CI. (6) The reactants are: [CH:1]([C:3]1[S:7][CH:6]=[C:5](B(O)O)[CH:4]=1)=[O:2].[N:11]([C:20]([O:22][C:23]([CH3:26])([CH3:25])[CH3:24])=[O:21])=[N:12][C:13]([O:15][C:16]([CH3:19])([CH3:18])[CH3:17])=[O:14]. Given the product [CH:1]([C:3]1[S:7][CH:6]=[C:5]([N:11]([C:20]([O:22][C:23]([CH3:26])([CH3:25])[CH3:24])=[O:21])[NH:12][C:13]([O:15][C:16]([CH3:17])([CH3:18])[CH3:19])=[O:14])[CH:4]=1)=[O:2], predict the reactants needed to synthesize it.